From a dataset of Forward reaction prediction with 1.9M reactions from USPTO patents (1976-2016). Predict the product of the given reaction. (1) Given the reactants F[C:2]1[CH:9]=[C:8]([C:10]([F:13])([F:12])[F:11])[CH:7]=[CH:6][C:3]=1[CH:4]=[O:5].[CH3:14][O-:15].[Na+], predict the reaction product. The product is: [CH3:14][O:15][C:2]1[CH:9]=[C:8]([C:10]([F:13])([F:12])[F:11])[CH:7]=[CH:6][C:3]=1[CH:4]=[O:5]. (2) The product is: [C:1]([O:5][C:6]([N:8]1[CH:12]2[CH2:13][CH2:14][CH:9]1[C:10]([C:15]1[C:16]([CH2:23][CH2:24][OH:25])=[CH:17][C:18]([O:21][CH3:22])=[N:19][CH:20]=1)=[CH:11]2)=[O:7])([CH3:4])([CH3:3])[CH3:2]. Given the reactants [C:1]([O:5][C:6]([N:8]1[CH:12]2[CH2:13][CH2:14][CH:9]1[C:10]([C:15]1[C:16]([CH2:23][CH2:24][O:25][Si](C(C)(C)C)(C)C)=[CH:17][C:18]([O:21][CH3:22])=[N:19][CH:20]=1)=[CH:11]2)=[O:7])([CH3:4])([CH3:3])[CH3:2].[F-].C([N+](CCCC)(CCCC)CCCC)CCC.O.CCOC(C)=O, predict the reaction product. (3) Given the reactants [CH3:1][C:2]([C:19]([O:21]C)=O)([CH3:18])[N:3]([CH2:12][CH2:13][C:14]([O:16][CH3:17])=[O:15])[C:4]([C:6]1[CH:11]=[CH:10][CH:9]=[CH:8][CH:7]=1)=[O:5].CO.C[O-].[Na+], predict the reaction product. The product is: [CH3:18][C:2]1([CH3:1])[N:3]([C:4]([C:6]2[CH:7]=[CH:8][CH:9]=[CH:10][CH:11]=2)=[O:5])[CH2:12][CH:13]([C:14]([O:16][CH3:17])=[O:15])[C:19]1=[O:21]. (4) Given the reactants [NH:1]1[CH:5]=[N:4][N:3]=[N:2]1.Br[CH2:7][C:8]1[CH:15]=[CH:14][C:11]([CH:12]=[O:13])=[CH:10][CH:9]=1, predict the reaction product. The product is: [N:1]1([CH2:7][C:8]2[CH:15]=[CH:14][C:11]([CH:12]=[O:13])=[CH:10][CH:9]=2)[CH:5]=[N:4][N:3]=[N:2]1.